This data is from Peptide-MHC class I binding affinity with 185,985 pairs from IEDB/IMGT. The task is: Regression. Given a peptide amino acid sequence and an MHC pseudo amino acid sequence, predict their binding affinity value. This is MHC class I binding data. The peptide sequence is INIVIIVLI. The MHC is HLA-A68:02 with pseudo-sequence HLA-A68:02. The binding affinity (normalized) is 0.348.